This data is from Full USPTO retrosynthesis dataset with 1.9M reactions from patents (1976-2016). The task is: Predict the reactants needed to synthesize the given product. (1) Given the product [F:1][C:2]1[CH:7]=[C:6]([C:8]([F:9])([F:10])[F:11])[C:5]([C:12]2[CH:13]=[CH:14][N+:15]([O-:26])=[CH:16][CH:17]=2)=[CH:4][CH:3]=1, predict the reactants needed to synthesize it. The reactants are: [F:1][C:2]1[CH:7]=[C:6]([C:8]([F:11])([F:10])[F:9])[C:5]([C:12]2[CH:17]=[CH:16][N:15]=[CH:14][CH:13]=2)=[CH:4][CH:3]=1.ClC1C=CC=C(C(OO)=[O:26])C=1.S([O-])([O-])=O.[Na+].[Na+]. (2) Given the product [Cl:26][C:25]1[C:17]([CH2:16][S:15][C:10]2[CH:11]=[CH:12][CH:13]=[CH:14][C:9]=2[NH:8][C:6](=[O:7])[C:5]([OH:4])([CH3:27])[CH3:28])=[CH:18][C:19]2[O:23][CH2:22][O:21][C:20]=2[CH:24]=1, predict the reactants needed to synthesize it. The reactants are: C([O:4][C:5]([CH3:28])([CH3:27])[C:6]([NH:8][C:9]1[CH:14]=[CH:13][CH:12]=[CH:11][C:10]=1[S:15][CH2:16][C:17]1[C:25]([Cl:26])=[CH:24][C:20]2[O:21][CH2:22][O:23][C:19]=2[CH:18]=1)=[O:7])(=O)C.C(=O)([O-])[O-].[K+].[K+]. (3) Given the product [CH:21]1([NH:29][C:30]([NH:20][NH:19][C:17](=[O:18])[CH2:16][CH2:15][N:12]2[CH2:11][CH2:10][N:9]([C:4]3[CH:5]=[CH:6][CH:7]=[CH:8][C:3]=3[O:2][CH3:1])[CH2:14][CH2:13]2)=[O:31])[CH2:28][CH2:27][CH2:26][CH2:25][CH2:24][CH2:23][CH2:22]1, predict the reactants needed to synthesize it. The reactants are: [CH3:1][O:2][C:3]1[CH:8]=[CH:7][CH:6]=[CH:5][C:4]=1[N:9]1[CH2:14][CH2:13][N:12]([CH2:15][CH2:16][C:17]([NH:19][NH2:20])=[O:18])[CH2:11][CH2:10]1.[CH:21]1([N:29]=[C:30]=[O:31])[CH2:28][CH2:27][CH2:26][CH2:25][CH2:24][CH2:23][CH2:22]1.CCCCCC. (4) Given the product [CH2:32]([CH:39]1[C:48]2[C:43](=[CH:44][C:45]([F:49])=[CH:46][CH:47]=2)[CH2:42][CH2:41][CH:40]1[NH:50][C:8]([NH:9][C:10]1[CH:19]=[CH:18][CH:17]=[C:16]2[C:11]=1[CH:12]=[CH:13][N:14]=[CH:15]2)=[O:20])[C:33]1[CH:34]=[CH:35][CH:36]=[CH:37][CH:38]=1, predict the reactants needed to synthesize it. The reactants are: C1(O[C:8](=[O:20])[NH:9][C:10]2[CH:19]=[CH:18][CH:17]=[C:16]3[C:11]=2[CH:12]=[CH:13][N:14]=[CH:15]3)C=CC=CC=1.NC1C2C(=CC=CC=2)CCC1.[CH2:32]([CH:39]1[C:48]2[C:43](=[CH:44][C:45]([F:49])=[CH:46][CH:47]=2)[CH2:42][CH2:41][CH:40]1[NH2:50])[C:33]1[CH:38]=[CH:37][CH:36]=[CH:35][CH:34]=1.[OH-].[Na+]. (5) The reactants are: [Br:1][C:2]1[NH:10][C:9]2[C:8](=[O:11])[NH:7][C:6](=[O:12])[N:5]([CH3:13])[C:4]=2[N:3]=1.CN(C=O)C.C(=O)([O-])[O-].[K+].[K+].Br[CH2:26][CH:27]=[C:28]([CH3:30])[CH3:29]. Given the product [Br:1][C:2]1[N:10]([CH2:26][CH:27]=[C:28]([CH3:30])[CH3:29])[C:9]2[C:8](=[O:11])[NH:7][C:6](=[O:12])[N:5]([CH3:13])[C:4]=2[N:3]=1, predict the reactants needed to synthesize it. (6) Given the product [C:1]([O:5][C:6]([N:8]1[CH2:9][CH2:10][CH:11]([O:14][C:15]2[CH:20]=[CH:19][C:18]([C:21]#[N:22])=[C:17](/[CH:23]=[CH:29]/[N:27]3[CH2:26][CH2:34][CH2:33][CH2:28]3)[CH:16]=2)[CH2:12][CH2:13]1)=[O:7])([CH3:4])([CH3:3])[CH3:2], predict the reactants needed to synthesize it. The reactants are: [C:1]([O:5][C:6]([N:8]1[CH2:13][CH2:12][CH:11]([O:14][C:15]2[CH:20]=[CH:19][C:18]([C:21]#[N:22])=[C:17]([CH3:23])[CH:16]=2)[CH2:10][CH2:9]1)=[O:7])([CH3:4])([CH3:3])[CH3:2].CO[CH:26](OC)[N:27]([CH3:29])[CH3:28].N1CC[CH2:34][CH2:33]1. (7) Given the product [Br:17][C:18]1[CH:19]=[CH:20][C:21]([CH3:27])=[C:22]([S:24]([C:13]2[S:12][C:11]([C:10]3[CH:9]=[N:8][N:5]4[CH:6]=[CH:7][C:2]([Br:1])=[CH:3][C:4]=34)=[N:15][N:14]=2)(=[O:26])=[O:25])[CH:23]=1, predict the reactants needed to synthesize it. The reactants are: [Br:1][C:2]1[CH:7]=[CH:6][N:5]2[N:8]=[CH:9][C:10]([C:11]3[S:12][C:13](Cl)=[N:14][N:15]=3)=[C:4]2[CH:3]=1.[Br:17][C:18]1[CH:19]=[CH:20][C:21]([CH3:27])=[C:22]([S:24]([O-:26])=[O:25])[CH:23]=1.[Na+]. (8) Given the product [Br:1][C:2]1[CH:3]=[CH:4][C:5]([CH:8]2[O:12][C:11](=[O:13])[N:10]([CH3:17])[CH2:9]2)=[N:6][CH:7]=1, predict the reactants needed to synthesize it. The reactants are: [Br:1][C:2]1[CH:3]=[CH:4][C:5]([CH:8]2[O:12][C:11](=[O:13])[NH:10][CH2:9]2)=[N:6][CH:7]=1.[H-].[Na+].I[CH3:17].